From a dataset of Forward reaction prediction with 1.9M reactions from USPTO patents (1976-2016). Predict the product of the given reaction. (1) Given the reactants Cl[C:2]1[N:7]=[C:6]([N:8]2[CH2:13][CH2:12][O:11][CH2:10][CH2:9]2)[CH:5]=[C:4]([C:14]([F:17])([F:16])[F:15])[CH:3]=1.[C:18]([Zn]C#N)#[N:19], predict the reaction product. The product is: [O:11]1[CH2:12][CH2:13][N:8]([C:6]2[N:7]=[C:2]([C:18]#[N:19])[CH:3]=[C:4]([C:14]([F:17])([F:16])[F:15])[CH:5]=2)[CH2:9][CH2:10]1. (2) Given the reactants [H-].[Al+3].[Li+].[H-].[H-].[H-].C(O[C:12](=O)[NH:13][C@H:14]1[CH2:19][CH2:18][C@@H:17]([OH:20])[CH2:16][CH2:15]1)(C)(C)C.O.[OH-].[Na+], predict the reaction product. The product is: [CH3:12][NH:13][C@@H:14]1[CH2:19][CH2:18][C@H:17]([OH:20])[CH2:16][CH2:15]1. (3) Given the reactants [H-].[Na+].[Cl:3][C:4]1[CH:9]=[C:8]([Cl:10])[CH:7]=[C:6]([Cl:11])[C:5]=1[CH2:12][C:13]#[N:14].Br[CH2:16][CH2:17]Br, predict the reaction product. The product is: [Cl:3][C:4]1[CH:9]=[C:8]([Cl:10])[CH:7]=[C:6]([Cl:11])[C:5]=1[C:12]1([C:13]#[N:14])[CH2:17][CH2:16]1.